This data is from Full USPTO retrosynthesis dataset with 1.9M reactions from patents (1976-2016). The task is: Predict the reactants needed to synthesize the given product. Given the product [CH2:2]([O:6][C:7]1[CH:8]=[C:9]([CH:14]=[CH:15][C:16]=1[I:17])[C:10]([O:12][CH3:13])=[O:11])[CH2:3][CH2:4][CH3:5], predict the reactants needed to synthesize it. The reactants are: I[CH2:2][CH2:3][CH2:4][CH3:5].[OH:6][C:7]1[CH:8]=[C:9]([CH:14]=[CH:15][C:16]=1[I:17])[C:10]([O:12][CH3:13])=[O:11].C(=O)([O-])[O-].[K+].[K+].